From a dataset of Reaction yield outcomes from USPTO patents with 853,638 reactions. Predict the reaction yield, written as a fraction of the theoretical maximum amount of product (1.0 means a 100% yield; for example, 0.34 means a 34% yield). (1) The reactants are [NH2:1][C:2]1[CH:6]=[C:5]([C:7]2[CH:12]=[CH:11][C:10]([Cl:13])=[CH:9][CH:8]=2)[S:4][C:3]=1[C:14]([NH:16][C:17]1([C:23]([O:25]C)=[O:24])[CH2:22][CH2:21][CH2:20][CH2:19][CH2:18]1)=[O:15].[N:27]([C:30]1[C:35]([CH3:36])=[CH:34][C:33]([CH3:37])=[CH:32][C:31]=1[CH3:38])=[C:28]=[O:29].[OH-].[Li+].Cl. The catalyst is N1C=CC=CC=1.O1CCOCC1.CCOC(C)=O.CO. The product is [Cl:13][C:10]1[CH:9]=[CH:8][C:7]([C:5]2[S:4][C:3]([C:14]([NH:16][C:17]3([C:23]([OH:25])=[O:24])[CH2:18][CH2:19][CH2:20][CH2:21][CH2:22]3)=[O:15])=[C:2]([NH:1][C:28]([NH:27][C:30]3[C:31]([CH3:38])=[CH:32][C:33]([CH3:37])=[CH:34][C:35]=3[CH3:36])=[O:29])[CH:6]=2)=[CH:12][CH:11]=1. The yield is 0.300. (2) The reactants are N1C(=O)[CH:3]=[C:4]2[C:9]=1[CH:8]=[CH:7][CH:6]=[CH:5]2.[CH3:15][N:16]([CH2:14][CH2:15][N:16]([CH3:18])[CH3:14])[CH3:18].[Li]CCCC.IC.C1C[O:29]CC1. No catalyst specified. The product is [CH3:3][C:4]1([CH3:9])[C:5]2[C:15](=[CH:14][CH:8]=[CH:7][CH:6]=2)[NH:16][C:18]1=[O:29]. The yield is 0.520. (3) The reactants are [Br:1][C:2]1[CH:3]=[C:4]2[C:8](=[CH:9][CH:10]=1)[CH:7]([OH:11])[CH2:6][CH2:5]2.C(N(CC)CC)C.[Si:19](Cl)([C:22]([CH3:25])([CH3:24])[CH3:23])([CH3:21])[CH3:20]. The catalyst is CN(C)C=O.CN(C)C1C=CN=CC=1.CCOCC. The product is [Br:1][C:2]1[CH:3]=[C:4]2[C:8](=[CH:9][CH:10]=1)[CH:7]([O:11][Si:19]([C:22]([CH3:25])([CH3:24])[CH3:23])([CH3:21])[CH3:20])[CH2:6][CH2:5]2. The yield is 0.980.